Dataset: Catalyst prediction with 721,799 reactions and 888 catalyst types from USPTO. Task: Predict which catalyst facilitates the given reaction. Reactant: [OH:1][CH2:2][C:3]1[C:8]([OH:9])=[CH:7][CH:6]=[C:5]([CH3:10])[N:4]=1.I[CH2:12][CH2:13][CH3:14].C(=O)([O-])[O-].[K+].[K+].O. Product: [CH3:10][C:5]1[N:4]=[C:3]([CH2:2][OH:1])[C:8]([O:9][CH2:12][CH2:13][CH3:14])=[CH:7][CH:6]=1. The catalyst class is: 31.